From a dataset of Reaction yield outcomes from USPTO patents with 853,638 reactions. Predict the reaction yield, written as a fraction of the theoretical maximum amount of product (1.0 means a 100% yield; for example, 0.34 means a 34% yield). (1) The reactants are [Br:1][C:2]1[CH:3]=[C:4]([C:8]2[C:9]3[N:10]([CH:18]=[CH:19][N:20]=3)[CH:11]=[C:12]([C:14]([O:16][CH3:17])=[O:15])[N:13]=2)[CH:5]=[CH:6][CH:7]=1.[I:21]N1C(=O)CCC1=O. The catalyst is CN(C=O)C. The product is [Br:1][C:2]1[CH:3]=[C:4]([C:8]2[C:9]3[N:10]([C:18]([I:21])=[CH:19][N:20]=3)[CH:11]=[C:12]([C:14]([O:16][CH3:17])=[O:15])[N:13]=2)[CH:5]=[CH:6][CH:7]=1. The yield is 0.850. (2) The reactants are [C:1]([NH:5][S:6]([C:9]1[CH:14]=[CH:13][C:12]([C:15]2[N:19]([CH2:20][CH:21]3[CH2:26][CH2:25][CH2:24][CH2:23][CH2:22]3)[N:18]=[C:17]([C:27]([O:29][CH2:30][CH3:31])=[O:28])[CH:16]=2)=[C:11]([Cl:32])[C:10]=1[Cl:33])(=[O:8])=[O:7])([CH3:4])([CH3:3])[CH3:2].C1C(=O)N([Cl:41])C(=O)C1. The catalyst is C(#N)C. The product is [C:1]([NH:5][S:6]([C:9]1[CH:14]=[CH:13][C:12]([C:15]2[N:19]([CH2:20][CH:21]3[CH2:22][CH2:23][CH2:24][CH2:25][CH2:26]3)[N:18]=[C:17]([C:27]([O:29][CH2:30][CH3:31])=[O:28])[C:16]=2[Cl:41])=[C:11]([Cl:32])[C:10]=1[Cl:33])(=[O:8])=[O:7])([CH3:2])([CH3:4])[CH3:3]. The yield is 0.940. (3) The reactants are C(OC(=O)C)(=O)C.[F:8][C:9]1[CH:14]=[CH:13][C:12]([CH:15]([CH2:20][C:21]([OH:23])=[O:22])[CH2:16][C:17]([OH:19])=O)=[CH:11][CH:10]=1. No catalyst specified. The product is [F:8][C:9]1[CH:10]=[CH:11][C:12]([CH:15]2[CH2:16][C:17](=[O:19])[O:23][C:21](=[O:22])[CH2:20]2)=[CH:13][CH:14]=1. The yield is 0.760. (4) The reactants are [CH3:1][N:2]1[CH2:7][CH2:6][NH:5][CH2:4][CH2:3]1.[Br:8][C:9]1[CH:17]=[C:16]([C:18]([OH:20])=O)[CH:15]=[C:14]2[C:10]=1[CH:11]=[CH:12][NH:13]2.C(N(CC)CC)C.CN(C(ON1N=NC2C=CC=CC1=2)=[N+](C)C)C.F[P-](F)(F)(F)(F)F. The catalyst is CN(C=O)C. The product is [Br:8][C:9]1[CH:17]=[C:16]([C:18]([N:5]2[CH2:6][CH2:7][N:2]([CH3:1])[CH2:3][CH2:4]2)=[O:20])[CH:15]=[C:14]2[C:10]=1[CH:11]=[CH:12][NH:13]2. The yield is 0.450. (5) The reactants are [F:1][C:2]([F:7])([F:6])[C:3]([OH:5])=[O:4].C(OC([N:15]1[CH2:19][CH2:18][CH:17]([C:20]2[CH:25]=[CH:24][C:23]([O:26][CH2:27][C:28]3[CH:33]=[CH:32][CH:31]=[CH:30][CH:29]=3)=[CH:22][C:21]=2[O:34][CH2:35][C:36]2[CH:41]=[CH:40][CH:39]=[CH:38][CH:37]=2)[CH2:16]1)=O)(C)(C)C. The catalyst is ClCCl. The product is [F:1][C:2]([F:7])([F:6])[C:3]([O-:5])=[O:4].[CH2:35]([O:34][C:21]1[CH:22]=[C:23]([O:26][CH2:27][C:28]2[CH:29]=[CH:30][CH:31]=[CH:32][CH:33]=2)[CH:24]=[CH:25][C:20]=1[CH:17]1[CH2:18][CH2:19][NH2+:15][CH2:16]1)[C:36]1[CH:37]=[CH:38][CH:39]=[CH:40][CH:41]=1. The yield is 0.760.